Dataset: Forward reaction prediction with 1.9M reactions from USPTO patents (1976-2016). Task: Predict the product of the given reaction. Given the reactants [OH:1][C:2]1[CH:3]=[C:4]([C:8]2[CH:9]=[C:10]3[C:15](=[N:16][CH:17]=2)[N:14]([C:18]([NH2:20])=[O:19])[CH2:13][CH2:12][CH2:11]3)[CH:5]=[N:6][CH:7]=1.Br[CH2:22][CH:23]1[CH2:28][CH2:27][O:26][CH2:25][CH2:24]1.C(=O)([O-])[O-].[Cs+].[Cs+].O, predict the reaction product. The product is: [O:26]1[CH2:27][CH2:28][CH:23]([CH2:22][O:1][C:2]2[CH:3]=[C:4]([C:8]3[CH:9]=[C:10]4[C:15](=[N:16][CH:17]=3)[N:14]([C:18]([NH2:20])=[O:19])[CH2:13][CH2:12][CH2:11]4)[CH:5]=[N:6][CH:7]=2)[CH2:24][CH2:25]1.